Dataset: Full USPTO retrosynthesis dataset with 1.9M reactions from patents (1976-2016). Task: Predict the reactants needed to synthesize the given product. Given the product [CH3:23][C:13]1[S:14][C:15]([C:16]2[CH:17]=[C:18]([CH3:22])[CH:19]=[CH:20][CH:21]=2)=[C:11]([C:9]([N:8]2[CH2:7][C@@H:6]3[C@@H:4]([CH2:5]3)[C@H:3]2[CH2:2][NH:1][C:33]([C:26]2[O:25][N:24]=[C:28]3[CH:29]=[CH:30][CH:31]=[CH:32][C:27]=23)=[O:34])=[O:10])[N:12]=1, predict the reactants needed to synthesize it. The reactants are: [NH2:1][CH2:2][C@H:3]1[N:8]([C:9]([C:11]2[N:12]=[C:13]([CH3:23])[S:14][C:15]=2[C:16]2[CH:17]=[C:18]([CH3:22])[CH:19]=[CH:20][CH:21]=2)=[O:10])[CH2:7][C@@H:6]2[C@H:4]1[CH2:5]2.[N:24]1[O:25][C:26]([C:33](O)=[O:34])=[C:27]2[CH:32]=[CH:31][CH:30]=[CH:29][C:28]=12.